From a dataset of Forward reaction prediction with 1.9M reactions from USPTO patents (1976-2016). Predict the product of the given reaction. (1) Given the reactants [N:1]1([C:7]([N:9]2[CH2:14][CH:13]([C:15]3[CH:20]=[CH:19][C:18]([C:21]([F:24])([F:23])[F:22])=[CH:17][CH:16]=3)[CH2:12][CH:11]([C:25]([OH:27])=O)[CH2:10]2)=[O:8])[CH2:6][CH2:5][O:4][CH2:3][CH2:2]1.[NH2:28][C:29](=[N:35]O)[C:30]([O:32][CH2:33][CH3:34])=[O:31], predict the reaction product. The product is: [N:1]1([C:7]([N:9]2[CH2:14][CH:13]([C:15]3[CH:16]=[CH:17][C:18]([C:21]([F:22])([F:24])[F:23])=[CH:19][CH:20]=3)[CH2:12][CH:11]([C:25]3[O:27][N:35]=[C:29]([C:30]([O:32][CH2:33][CH3:34])=[O:31])[N:28]=3)[CH2:10]2)=[O:8])[CH2:2][CH2:3][O:4][CH2:5][CH2:6]1. (2) Given the reactants [NH2:1][C:2]1[CH:3]=[C:4]([CH:8]=[CH:9][CH:10]=1)[C:5]([NH2:7])=[S:6].Cl[CH:12]([CH3:16])[C:13](=O)[CH3:14], predict the reaction product. The product is: [CH3:16][C:12]1[N:7]=[C:5]([C:4]2[CH:3]=[C:2]([NH2:1])[CH:10]=[CH:9][CH:8]=2)[S:6][C:13]=1[CH3:14]. (3) Given the reactants [OH-].[Na+].[Br:3][C:4]1[S:14][C:7]2[C:8]([CH3:13])([CH3:12])[NH:9][C:10](=[O:11])[C:6]=2[CH:5]=1.Cl.Cl[CH2:17][CH2:18][N:19]1[CH2:24][CH2:23][O:22][CH2:21][CH2:20]1, predict the reaction product. The product is: [Br:3][C:4]1[S:14][C:7]2[C:8]([CH3:12])([CH3:13])[N:9]([CH2:17][CH2:18][N:19]3[CH2:24][CH2:23][O:22][CH2:21][CH2:20]3)[C:10](=[O:11])[C:6]=2[CH:5]=1. (4) Given the reactants Cl[C:2]1[C:11]2[C:6](=[CH:7][C:8]([O:12][CH3:13])=[CH:9][CH:10]=2)[CH:5]=[C:4]([NH:14][C:15]2[CH:19]=[C:18]([CH3:20])[NH:17][N:16]=2)[N:3]=1.[F:21][C:22]1[CH:23]=[C:24](B(O)O)[CH:25]=[CH:26][C:27]=1[F:28], predict the reaction product. The product is: [F:21][C:22]1[CH:23]=[C:24]([C:2]2[C:11]3[C:6](=[CH:7][C:8]([O:12][CH3:13])=[CH:9][CH:10]=3)[CH:5]=[C:4]([NH:14][C:15]3[CH:19]=[C:18]([CH3:20])[NH:17][N:16]=3)[N:3]=2)[CH:25]=[CH:26][C:27]=1[F:28]. (5) Given the reactants C([Si](C)(C)[O:6][C:7]1[CH:12]=[C:11]([CH2:13][O:14][C:15]2[CH:20]=[CH:19][C:18]([O:21][Si](C(C)(C)C)(C)C)=[CH:17][CH:16]=2)[CH:10]=[C:9]([O:29][Si](C(C)(C)C)(C)C)[CH:8]=1)(C)(C)C.O.O.O.[F-].C([N+](CCCC)(CCCC)CCCC)CCC.O.Cl, predict the reaction product. The product is: [OH:21][C:18]1[CH:19]=[CH:20][C:15]([O:14][CH2:13][C:11]2[CH:10]=[C:9]([OH:29])[CH:8]=[C:7]([OH:6])[CH:12]=2)=[CH:16][CH:17]=1. (6) The product is: [CH:1]([C:3]1[CH:11]=[CH:10][CH:9]=[C:8]2[C:4]=1[CH:5]=[CH:6][N:7]2[C:12]([O:14][C:15]([CH3:18])([CH3:17])[CH3:16])=[O:13])=[O:2]. Given the reactants [CH:1]([C:3]1[CH:11]=[CH:10][CH:9]=[C:8]2[C:4]=1[CH:5]=[CH:6][NH:7]2)=[O:2].[C:12](O[C:12]([O:14][C:15]([CH3:18])([CH3:17])[CH3:16])=[O:13])([O:14][C:15]([CH3:18])([CH3:17])[CH3:16])=[O:13], predict the reaction product. (7) Given the reactants [OH:1][C@@:2]1([CH2:16][CH2:17]OS(C2C=CC(C)=CC=2)(=O)=O)[CH2:7][C@H:6]2[CH2:8][CH2:9][C@@H:3]1[CH:4]=[C:5]2[C:10]1[CH:15]=[CH:14][CH:13]=[CH:12][CH:11]=1.[NH:29]1[C:33]2[CH:34]=[CH:35][CH:36]=[CH:37][C:32]=2[N:31]=[C:30]1[CH2:38][CH2:39][CH2:40][NH:41][CH3:42], predict the reaction product. The product is: [NH:29]1[C:33]2[CH:34]=[CH:35][CH:36]=[CH:37][C:32]=2[N:31]=[C:30]1[CH2:38][CH2:39][CH2:40][N:41]([CH3:42])[CH2:17][CH2:16][C:2]1([OH:1])[CH2:7][CH:6]2[CH2:8][CH2:9][CH:3]1[CH:4]=[C:5]2[C:10]1[CH:15]=[CH:14][CH:13]=[CH:12][CH:11]=1.